This data is from Choline transporter screen with 302,306 compounds. The task is: Binary Classification. Given a drug SMILES string, predict its activity (active/inactive) in a high-throughput screening assay against a specified biological target. (1) The molecule is OCCC1N(C2CCCCC2)CCN(C1)C1CCN(CC1)c1ccc(cc1)C. The result is 0 (inactive). (2) The drug is S(c1n(CCCOC)c(=O)c2c(n1)cccc2)CC(=O)Nc1oc(c2c1c(=O)[nH]nc2C)C. The result is 0 (inactive). (3) The drug is S(=O)(=O)(N)c1ccc(NC(=O)CC(CC(O)=O)C)cc1. The result is 0 (inactive). (4) The molecule is S(=O)(=O)(N(CC(=O)Nc1cc(N(S(=O)(=O)C)C)ccc1)c1ccc(OC)cc1)c1ccc(F)cc1. The result is 0 (inactive). (5) The compound is O=C1N(C(=O)NC1(CC(C)C)C)CC(=O)NC(=O)Nc1cc2OCCOc2cc1. The result is 0 (inactive).